Dataset: Experimentally validated miRNA-target interactions with 360,000+ pairs, plus equal number of negative samples. Task: Binary Classification. Given a miRNA mature sequence and a target amino acid sequence, predict their likelihood of interaction. (1) The miRNA is hsa-miR-1537-5p with sequence AGCUGUAAUUAGUCAGUUUUCU. The protein sequence of the target gene is MSRQANRGTESKKMSSELFTLTYGALVTQLCKDYENDEDVNKQLDKMGFNIGVRLIEDFLARSNVGRCHDFRETADVIAKVAFKMYLGITPSITNWSPAGDEFSLILENNPLVDFVELPDNHSSLIYSNLLCGVLRGALEMVQMAVEAKFVQDTLKGDGVTEIRMRFIRRIEDNLPAGEE. Result: 0 (no interaction). (2) The miRNA is hsa-miR-363-3p with sequence AAUUGCACGGUAUCCAUCUGUA. The protein sequence of the target gene is MWLKPEEVLLKNALKLWVTQKSSCYFILQRRRGHGEGGGRLTGRLVGALDAVLDSNARVAPFRILLQVPGSQVYSPIACGATLEEINQHWDWLEQNLLHTLSVFDNKDDIASFVKGKVKALIAEETSSRLAEQEEEPEKFREALVKFEARFNFPEAEKLVTYYSCCCWKGRVPRQGWLYLSINHLCFYSFFLGKELKLVVPWVDIQKLERTSNVFLTDTIRITTQNKERDFSMFLNLDEVFKVMEQLADVTLRRLLDNEVFDLDPDLQEPSQITKRDLEARAQNEFFRAFFRLPRKEKLH.... Result: 1 (interaction).